Dataset: Forward reaction prediction with 1.9M reactions from USPTO patents (1976-2016). Task: Predict the product of the given reaction. (1) Given the reactants Br[C:2]1[CH:11]=[CH:10][C:9]2[C:4](=[CH:5][CH:6]=[C:7]([O:12][CH2:13][CH2:14][CH2:15][CH3:16])[CH:8]=2)[CH:3]=1.C([Li])CCC.C[O:23][B:24](OC)[O:25]C.[Cl-], predict the reaction product. The product is: [CH2:13]([O:12][C:7]1[CH:8]=[C:9]2[C:4](=[CH:5][CH:6]=1)[CH:3]=[C:2]([B:24]([OH:25])[OH:23])[CH:11]=[CH:10]2)[CH2:14][CH2:15][CH3:16]. (2) Given the reactants [CH3:1][CH:2]1[C:7](=O)[CH:6]=[CH:5][CH2:4][O:3]1.[C:9]([O:13][C:14]([CH3:17])([CH3:16])[CH3:15])(=[O:12])[NH:10][NH2:11].C(O)(=O)C, predict the reaction product. The product is: [C:14]([O:13][C:9]([NH:10][N:11]=[C:7]1[CH2:6][CH2:5][CH2:4][O:3][CH:2]1[CH3:1])=[O:12])([CH3:17])([CH3:16])[CH3:15]. (3) The product is: [CH2:1]([N:3]1[CH:7]=[C:6]([C:8]2[S:16][C:15]3[C:10](=[N:11][CH:12]=[CH:13][C:14]=3[O:17][C:18]3[CH:23]=[CH:22][C:21]([NH:24][C:36]([NH:35][C:33](=[O:34])[CH2:32][C:26]4[CH:27]=[CH:28][CH:29]=[CH:30][CH:31]=4)=[O:37])=[CH:20][C:19]=3[F:25])[CH:9]=2)[N:5]=[CH:4]1)[CH3:2]. Given the reactants [CH2:1]([N:3]1[CH:7]=[C:6]([C:8]2[S:16][C:15]3[C:10](=[N:11][CH:12]=[CH:13][C:14]=3[O:17][C:18]3[CH:23]=[CH:22][C:21]([NH2:24])=[CH:20][C:19]=3[F:25])[CH:9]=2)[N:5]=[CH:4]1)[CH3:2].[C:26]1([CH2:32][C:33]([N:35]=[C:36]=[O:37])=[O:34])[CH:31]=[CH:30][CH:29]=[CH:28][CH:27]=1, predict the reaction product. (4) Given the reactants [I:1][C:2]1[CH:3]=[C:4]([C:8]2[O:12][C:11]([CH:13]=O)=[CH:10][CH:9]=2)[CH:5]=[CH:6][CH:7]=1.[NH:15]1[CH:19]=[C:18]([CH2:20][CH2:21][N:22]2[C:26](=[O:27])[CH2:25][NH:24][C:23]2=[S:28])[N:17]=[CH:16]1.N1CCCCC1, predict the reaction product. The product is: [NH:15]1[CH:19]=[C:18]([CH2:20][CH2:21][N:22]2[C:26](=[O:27])/[C:25](=[CH:13]/[C:11]3[O:12][C:8]([C:4]4[CH:5]=[CH:6][CH:7]=[C:2]([I:1])[CH:3]=4)=[CH:9][CH:10]=3)/[NH:24][C:23]2=[S:28])[N:17]=[CH:16]1. (5) Given the reactants [C:1]([CH2:4][CH2:5][CH2:6][N:7]([CH3:68])[C@H:8]([C:12]([NH:14][C@H:15]([C:19]([N:21]([C@@H:23]([C@@H:64]([CH3:67])[CH2:65][CH3:66])[C@H:24]([O:62][CH3:63])[CH2:25][C:26]([N:28]1[CH2:32][CH2:31][CH2:30][C@H:29]1[C@H:33]([O:60][CH3:61])[C@@H:34]([CH3:59])[C:35]([NH:37][C@@H:38]([CH2:49][C:50]1[C:58]2[C:53](=[CH:54][CH:55]=[CH:56][CH:57]=2)[NH:52][CH:51]=1)[C:39]([O:41][CH2:42][C:43]1[CH:48]=[CH:47][CH:46]=[CH:45][CH:44]=1)=[O:40])=[O:36])=[O:27])[CH3:22])=[O:20])[CH:16]([CH3:18])[CH3:17])=[O:13])[CH:9]([CH3:11])[CH3:10])(O)=[O:2].[O:69]=[C:70]1[CH:74]=[CH:73][C:72](=[O:75])[N:71]1[CH2:76][CH2:77][CH2:78][CH2:79][CH2:80][C:81]([NH:83][NH2:84])=[O:82].F[P-](F)(F)(F)(F)F.N1(OC(N(C)C)=[N+](C)C)C2N=CC=CC=2N=N1.C(N(CC)C(C)C)(C)C, predict the reaction product. The product is: [O:75]=[C:72]1[CH:73]=[CH:74][C:70](=[O:69])[N:71]1[CH2:76][CH2:77][CH2:78][CH2:79][CH2:80][C:81]([NH:83][NH:84][C:1](=[O:2])[CH2:4][CH2:5][CH2:6][N:7]([CH3:68])[C@H:8]([C:12]([NH:14][C@H:15]([C:19]([N:21]([C@@H:23]([C@@H:64]([CH3:67])[CH2:65][CH3:66])[C@H:24]([O:62][CH3:63])[CH2:25][C:26]([N:28]1[CH2:32][CH2:31][CH2:30][C@H:29]1[C@H:33]([O:60][CH3:61])[C@@H:34]([CH3:59])[C:35]([NH:37][C@@H:38]([CH2:49][C:50]1[C:58]2[C:53](=[CH:54][CH:55]=[CH:56][CH:57]=2)[NH:52][CH:51]=1)[C:39]([O:41][CH2:42][C:43]1[CH:48]=[CH:47][CH:46]=[CH:45][CH:44]=1)=[O:40])=[O:36])=[O:27])[CH3:22])=[O:20])[CH:16]([CH3:17])[CH3:18])=[O:13])[CH:9]([CH3:10])[CH3:11])=[O:82]. (6) Given the reactants [C:1]1([C:21]2[CH:26]=[CH:25][CH:24]=[CH:23][CH:22]=2)[CH:6]=[CH:5][C:4]([O:7][CH2:8][C:9]([NH:11][C:12]2[CH:16]=[CH:15][S:14][C:13]=2[C:17]([O:19]C)=[O:18])=[O:10])=[CH:3][CH:2]=1.O.[OH-].[Li+], predict the reaction product. The product is: [C:1]1([C:21]2[CH:26]=[CH:25][CH:24]=[CH:23][CH:22]=2)[CH:2]=[CH:3][C:4]([O:7][CH2:8][C:9]([NH:11][C:12]2[CH:16]=[CH:15][S:14][C:13]=2[C:17]([OH:19])=[O:18])=[O:10])=[CH:5][CH:6]=1. (7) The product is: [N:16]1[CH:17]=[CH:18][CH:19]=[C:14]([CH2:13][C:20]([O:21][CH3:22])=[O:23])[N:15]=1. Given the reactants C(NC(C)C)(C)C.C([Li])CCC.[CH3:13][C:14]1[N:15]=[N:16][CH:17]=[CH:18][CH:19]=1.[C:20](=O)([O:23]C)[O:21][CH3:22].[NH4+].[Cl-], predict the reaction product. (8) Given the reactants [Br:1][C:2]1[C:6]([C:7]([O:9]CC)=[O:8])=[CH:5][N:4]([CH2:12][C:13]2[CH:18]=[CH:17][C:16]([O:19][CH3:20])=[CH:15][CH:14]=2)[N:3]=1.[OH-].[Na+].Cl, predict the reaction product. The product is: [CH3:20][O:19][C:16]1[CH:15]=[CH:14][C:13]([CH2:12][N:4]2[CH:5]=[C:6]([C:7]([OH:9])=[O:8])[C:2]([Br:1])=[N:3]2)=[CH:18][CH:17]=1.